This data is from NCI-60 drug combinations with 297,098 pairs across 59 cell lines. The task is: Regression. Given two drug SMILES strings and cell line genomic features, predict the synergy score measuring deviation from expected non-interaction effect. (1) Drug 1: CC1C(C(=O)NC(C(=O)N2CCCC2C(=O)N(CC(=O)N(C(C(=O)O1)C(C)C)C)C)C(C)C)NC(=O)C3=C4C(=C(C=C3)C)OC5=C(C(=O)C(=C(C5=N4)C(=O)NC6C(OC(=O)C(N(C(=O)CN(C(=O)C7CCCN7C(=O)C(NC6=O)C(C)C)C)C)C(C)C)C)N)C. Drug 2: CCC1=C2CN3C(=CC4=C(C3=O)COC(=O)C4(CC)O)C2=NC5=C1C=C(C=C5)O. Cell line: MCF7. Synergy scores: CSS=22.2, Synergy_ZIP=-6.14, Synergy_Bliss=-2.22, Synergy_Loewe=-11.4, Synergy_HSA=-1.80. (2) Drug 2: CC1C(C(CC(O1)OC2CC(CC3=C2C(=C4C(=C3O)C(=O)C5=C(C4=O)C(=CC=C5)OC)O)(C(=O)CO)O)N)O.Cl. Cell line: SR. Drug 1: COC1=CC(=CC(=C1O)OC)C2C3C(COC3=O)C(C4=CC5=C(C=C24)OCO5)OC6C(C(C7C(O6)COC(O7)C8=CC=CS8)O)O. Synergy scores: CSS=55.6, Synergy_ZIP=-13.6, Synergy_Bliss=-25.7, Synergy_Loewe=-23.7, Synergy_HSA=-20.8. (3) Drug 1: C1CCN(CC1)CCOC2=CC=C(C=C2)C(=O)C3=C(SC4=C3C=CC(=C4)O)C5=CC=C(C=C5)O. Drug 2: CCC1(C2=C(COC1=O)C(=O)N3CC4=CC5=C(C=CC(=C5CN(C)C)O)N=C4C3=C2)O.Cl. Cell line: HT29. Synergy scores: CSS=17.5, Synergy_ZIP=-5.66, Synergy_Bliss=-1.50, Synergy_Loewe=-24.5, Synergy_HSA=-4.69. (4) Drug 1: CN1C(=O)N2C=NC(=C2N=N1)C(=O)N. Drug 2: N.N.Cl[Pt+2]Cl. Cell line: SF-539. Synergy scores: CSS=48.2, Synergy_ZIP=-1.19, Synergy_Bliss=-2.03, Synergy_Loewe=-18.7, Synergy_HSA=0.119. (5) Drug 1: CNC(=O)C1=CC=CC=C1SC2=CC3=C(C=C2)C(=NN3)C=CC4=CC=CC=N4. Drug 2: C1CN(CCN1C(=O)CCBr)C(=O)CCBr. Cell line: SNB-19. Synergy scores: CSS=21.3, Synergy_ZIP=-3.70, Synergy_Bliss=1.72, Synergy_Loewe=2.61, Synergy_HSA=2.42. (6) Drug 1: CC1CCC2CC(C(=CC=CC=CC(CC(C(=O)C(C(C(=CC(C(=O)CC(OC(=O)C3CCCCN3C(=O)C(=O)C1(O2)O)C(C)CC4CCC(C(C4)OC)OCCO)C)C)O)OC)C)C)C)OC. Drug 2: C1CCC(C(C1)N)N.C(=O)(C(=O)[O-])[O-].[Pt+4]. Cell line: SF-539. Synergy scores: CSS=18.2, Synergy_ZIP=-9.83, Synergy_Bliss=-3.32, Synergy_Loewe=-4.63, Synergy_HSA=-2.28. (7) Drug 1: C1=C(C(=O)NC(=O)N1)N(CCCl)CCCl. Drug 2: C1CNP(=O)(OC1)N(CCCl)CCCl. Cell line: NCI-H460. Synergy scores: CSS=41.9, Synergy_ZIP=-0.527, Synergy_Bliss=1.43, Synergy_Loewe=-22.1, Synergy_HSA=1.49. (8) Cell line: HOP-92. Synergy scores: CSS=0.0920, Synergy_ZIP=0.290, Synergy_Bliss=1.69, Synergy_Loewe=-10.9, Synergy_HSA=-2.20. Drug 2: CC1=C(C=C(C=C1)NC(=O)C2=CC=C(C=C2)CN3CCN(CC3)C)NC4=NC=CC(=N4)C5=CN=CC=C5. Drug 1: CCC1(CC2CC(C3=C(CCN(C2)C1)C4=CC=CC=C4N3)(C5=C(C=C6C(=C5)C78CCN9C7C(C=CC9)(C(C(C8N6C=O)(C(=O)OC)O)OC(=O)C)CC)OC)C(=O)OC)O.OS(=O)(=O)O. (9) Drug 1: CC1=C(C(=O)C2=C(C1=O)N3CC4C(C3(C2COC(=O)N)OC)N4)N. Drug 2: CC(C)CN1C=NC2=C1C3=CC=CC=C3N=C2N. Cell line: T-47D. Synergy scores: CSS=15.7, Synergy_ZIP=-9.91, Synergy_Bliss=-2.10, Synergy_Loewe=-5.70, Synergy_HSA=-1.51. (10) Drug 1: C1CC(=O)NC(=O)C1N2CC3=C(C2=O)C=CC=C3N. Drug 2: C1=NC2=C(N1)C(=S)N=C(N2)N. Cell line: SK-MEL-5. Synergy scores: CSS=25.7, Synergy_ZIP=0.906, Synergy_Bliss=-0.310, Synergy_Loewe=-19.8, Synergy_HSA=-1.00.